From a dataset of Catalyst prediction with 721,799 reactions and 888 catalyst types from USPTO. Predict which catalyst facilitates the given reaction. Reactant: [Cl:1][C:2]1[C:3]2[N:4]([C:8]([C@@H:11]3[CH2:16][CH2:15][CH2:14][N:13]([C:17]([O:19][CH2:20][C:21]4[CH:26]=[CH:25][CH:24]=[CH:23][CH:22]=4)=[O:18])[CH2:12]3)=[N:9][CH:10]=2)[CH:5]=[CH:6][N:7]=1.[Li]CCCC.CCCCCC.[F:38]N(S(C1C=CC=CC=1)(=O)=O)S(C1C=CC=CC=1)(=O)=O. Product: [Cl:1][C:2]1[C:3]2[N:4]([C:8]([C@@H:11]3[CH2:16][CH2:15][CH2:14][N:13]([C:17]([O:19][CH2:20][C:21]4[CH:22]=[CH:23][CH:24]=[CH:25][CH:26]=4)=[O:18])[CH2:12]3)=[N:9][CH:10]=2)[C:5]([F:38])=[CH:6][N:7]=1. The catalyst class is: 1.